This data is from Forward reaction prediction with 1.9M reactions from USPTO patents (1976-2016). The task is: Predict the product of the given reaction. (1) Given the reactants [OH:1][C:2]1[CH:7]=[CH:6][C:5]([CH2:8][C:9]([NH2:11])=[O:10])=[CH:4][C:3]=1[CH3:12].Br[CH2:14][C:15]([C:17]1[CH:22]=[CH:21][CH:20]=[CH:19][CH:18]=1)=[O:16].C(=O)([O-])[O-].[K+].[K+], predict the reaction product. The product is: [CH3:12][C:3]1[CH:4]=[C:5]([CH2:8][C:9]([NH2:11])=[O:10])[CH:6]=[CH:7][C:2]=1[O:1][CH2:14][C:15](=[O:16])[C:17]1[CH:22]=[CH:21][CH:20]=[CH:19][CH:18]=1. (2) The product is: [CH3:20][S:17]([C:13]1[CH:12]=[C:11]([C:9]2[S:10][C:5]3[C:4]([N:21]4[CH2:26][CH2:25][O:24][CH2:23][CH2:22]4)=[N:3][C:2]([C:31]4[CH:30]=[N:29][C:28]([NH2:27])=[N:33][CH:32]=4)=[N:7][C:6]=3[CH:8]=2)[CH:16]=[CH:15][CH:14]=1)(=[O:19])=[O:18]. Given the reactants Cl[C:2]1[N:3]=[C:4]([N:21]2[CH2:26][CH2:25][O:24][CH2:23][CH2:22]2)[C:5]2[S:10][C:9]([C:11]3[CH:16]=[CH:15][CH:14]=[C:13]([S:17]([CH3:20])(=[O:19])=[O:18])[CH:12]=3)=[CH:8][C:6]=2[N:7]=1.[NH2:27][C:28]1[N:33]=[CH:32][C:31](B2OC(C)(C)C(C)(C)O2)=[CH:30][N:29]=1, predict the reaction product. (3) Given the reactants [CH3:1][N:2]1[C:10]2[C:5](=[CH:6][C:7]([N+:11]([O-])=O)=[CH:8][CH:9]=2)[C:4]2([CH2:15][CH2:14]2)[C:3]1=[O:16].O.O.Cl[Sn]Cl, predict the reaction product. The product is: [NH2:11][C:7]1[CH:6]=[C:5]2[C:10](=[CH:9][CH:8]=1)[N:2]([CH3:1])[C:3](=[O:16])[C:4]12[CH2:14][CH2:15]1. (4) Given the reactants C(O[BH-](OC(=O)C)OC(=O)C)(=O)C.Cl.[N:15]1([C:21]2[N:26]=[CH:25][C:24]([N:27]([CH2:37][CH:38]3[CH2:43][CH2:42][NH:41][CH2:40][CH2:39]3)[C:28](=[O:36])[CH2:29][CH:30]3[CH2:35][CH2:34][O:33][CH2:32][CH2:31]3)=[CH:23][CH:22]=2)[CH2:20][CH2:19][O:18][CH2:17][CH2:16]1.[C:44]([C:48]1[CH:55]=[CH:54][C:51]([CH:52]=O)=[CH:50][CH:49]=1)([CH3:47])([CH3:46])[CH3:45], predict the reaction product. The product is: [CH3:47][C:44]([C:48]1[CH:49]=[CH:50][C:51]([CH2:52][N:41]2[CH2:40][CH2:39][CH:38]([CH2:37][N:27]([C:24]3[CH:25]=[N:26][C:21]([N:15]4[CH2:16][CH2:17][O:18][CH2:19][CH2:20]4)=[CH:22][CH:23]=3)[C:28](=[O:36])[CH2:29][CH:30]3[CH2:35][CH2:34][O:33][CH2:32][CH2:31]3)[CH2:43][CH2:42]2)=[CH:54][CH:55]=1)([CH3:45])[CH3:46].